Dataset: Full USPTO retrosynthesis dataset with 1.9M reactions from patents (1976-2016). Task: Predict the reactants needed to synthesize the given product. (1) Given the product [CH2:1]([O:8][C:9]1[CH:18]=[C:17]2[C:12]([C:13]([C:34]3[CH:35]=[CH:36][S:32][CH:33]=3)=[CH:14][C:15]([C:19]([O:21][CH2:22][CH3:23])=[O:20])=[CH:16]2)=[CH:11][CH:10]=1)[C:2]1[CH:7]=[CH:6][CH:5]=[CH:4][CH:3]=1, predict the reactants needed to synthesize it. The reactants are: [CH2:1]([O:8][C:9]1[CH:18]=[C:17]2[C:12]([C:13](OS(C(F)(F)F)(=O)=O)=[CH:14][C:15]([C:19]([O:21][CH2:22][CH3:23])=[O:20])=[CH:16]2)=[CH:11][CH:10]=1)[C:2]1[CH:7]=[CH:6][CH:5]=[CH:4][CH:3]=1.[S:32]1[CH:36]=[CH:35][C:34](B(O)O)=[CH:33]1.C1(P(C2CCCCC2)C2C=CC=CC=2C2C=CC=CC=2)CCCCC1.P([O-])([O-])([O-])=O.[K+].[K+].[K+]. (2) Given the product [S:1]1[CH:5]=[CH:4][C:3]([C:6]2[CH:11]=[CH:10][C:9]([NH2:12])=[CH:8][CH:7]=2)=[CH:2]1, predict the reactants needed to synthesize it. The reactants are: [S:1]1[CH:5]=[CH:4][C:3]([C:6]2[CH:11]=[CH:10][C:9]([NH:12]C(=O)C)=[CH:8][CH:7]=2)=[CH:2]1.[OH-].[Na+].CO.